Dataset: Reaction yield outcomes from USPTO patents with 853,638 reactions. Task: Predict the reaction yield, written as a fraction of the theoretical maximum amount of product (1.0 means a 100% yield; for example, 0.34 means a 34% yield). The reactants are [Cl:1][C:2]1[CH:10]=[C:9]2[C:5]([C:6]([CH:11]=O)=[CH:7][NH:8]2)=[CH:4][C:3]=1[F:13].C([O-])(=O)C.[NH4+].[N+:19]([CH2:22][CH3:23])([O-:21])=[O:20]. No catalyst specified. The product is [Cl:1][C:2]1[CH:10]=[C:9]2[C:5]([C:6]([CH:11]=[C:22]([N+:19]([O-:21])=[O:20])[CH3:23])=[CH:7][NH:8]2)=[CH:4][C:3]=1[F:13]. The yield is 0.970.